Dataset: Forward reaction prediction with 1.9M reactions from USPTO patents (1976-2016). Task: Predict the product of the given reaction. (1) Given the reactants C1C=CC2N(O)N=NC=2C=1.[O:11]=[C:12]([N:17]1[CH2:22][CH2:21][N:20]([C:23](=[O:34])[C:24]2[CH:29]=[CH:28][CH:27]=[CH:26][C:25]=2[C:30]([F:33])([F:32])[F:31])[CH2:19][CH2:18]1)[CH2:13][C:14](O)=[O:15].CCN=C=NCCCN(C)C.Cl.[CH3:47][C:48]1[O:52][C:51]([C:53]2[CH:58]=[CH:57][C:56]([NH2:59])=[CH:55][CH:54]=2)=[N:50][N:49]=1, predict the reaction product. The product is: [CH3:47][C:48]1[O:52][C:51]([C:53]2[CH:58]=[CH:57][C:56]([NH:59][C:14](=[O:15])[CH2:13][C:12](=[O:11])[N:17]3[CH2:22][CH2:21][N:20]([C:23](=[O:34])[C:24]4[CH:29]=[CH:28][CH:27]=[CH:26][C:25]=4[C:30]([F:31])([F:32])[F:33])[CH2:19][CH2:18]3)=[CH:55][CH:54]=2)=[N:50][N:49]=1. (2) Given the reactants [O:1]=[S:2]1(=[O:32])[C:7]2[CH:8]=[CH:9][CH:10]=[CH:11][C:6]=2[NH:5][C:4]([C:12]2[C:13](=[O:31])[N:14]([N:23]=[C:24]([C:26]3[CH:30]=[CH:29][S:28][CH:27]=3)[CH3:25])[C:15]3[C:20]([C:21]=2[OH:22])=[CH:19][CH:18]=[CH:17][CH:16]=3)=[N:3]1.CO.[BH4-].[Li+].Cl, predict the reaction product. The product is: [O:32]=[S:2]1(=[O:1])[C:7]2[CH:8]=[CH:9][CH:10]=[CH:11][C:6]=2[NH:5][C:4]([C:12]2[C:13](=[O:31])[N:14]([NH:23][CH:24]([C:26]3[CH:30]=[CH:29][S:28][CH:27]=3)[CH3:25])[C:15]3[C:20]([C:21]=2[OH:22])=[CH:19][CH:18]=[CH:17][CH:16]=3)=[N:3]1. (3) Given the reactants C(O)[C@H]1O[C@H](O[C@]2(CO)O[C@H](CO)[C@@H](O)[C@@H]2O)[C@H](O)[C@@H](O)[C@@H]1O.[CH3:24][NH:25][C@@H:26]1[C@@H:31]([OH:32])[C@H:30]([O:33][C@@H:34]2[O:39][C@H:38]([CH2:40][OH:41])[C@H:37]([OH:42])[C@@H:36]3[O:43][C:44]4([O:50][C@H:49]([C@@H:51]([NH2:54])[CH2:52][OH:53])[C@H:48]([OH:55])[C@@H:47]([OH:56])[C@H:46]4[OH:57])[O:45][C@H:35]23)[C@@H:29]([OH:58])[C@H:28]([NH2:59])[CH2:27]1, predict the reaction product. The product is: [CH3:24][NH:25][C@H:26]1[C@H:31]([OH:32])[C@@H:30]([O:33][C@H:34]2[O:39][C@H:38]([CH2:40][OH:41])[C@H:37]([OH:42])[C@@H:36]3[O:43][C@:44]4([O:50][C@H:49]([C@H:51]([NH2:54])[CH2:52][OH:53])[C@H:48]([OH:55])[C@H:47]([OH:56])[C@H:46]4[OH:57])[O:45][C@@H:35]23)[C@H:29]([OH:58])[C@@H:28]([NH2:59])[CH2:27]1. (4) Given the reactants O.[OH-].[Li+].[NH2:4][C:5]1[C:10]([Cl:11])=[C:9]([O:12][CH2:13][CH3:14])[N:8]=[C:7]([C:15]([O:17]C)=[O:16])[C:6]=1[Cl:19].O.Cl, predict the reaction product. The product is: [NH2:4][C:5]1[C:10]([Cl:11])=[C:9]([O:12][CH2:13][CH3:14])[N:8]=[C:7]([C:15]([OH:17])=[O:16])[C:6]=1[Cl:19]. (5) Given the reactants [OH:1][C:2]([C:4]([F:7])([F:6])[F:5])=[O:3].[NH2:8][C@@H:9]([CH2:31][C:32]1[CH:37]=[CH:36][C:35]([Cl:38])=[CH:34][CH:33]=1)[C:10]([NH:12][C:13]1[CH:14]=[C:15]([C:25]([CH3:30])([CH3:29])[C:26]([OH:28])=[O:27])[CH:16]=[C:17]([C:19]2[CH:24]=[CH:23][N:22]=[CH:21][CH:20]=2)[CH:18]=1)=[O:11].[S:39]1[CH:43]=[C:42]([CH:44]=O)[N:41]=[CH:40]1.C(O[BH-](OC(=O)C)OC(=O)C)(=O)C.[Na+].CCN(C(C)C)C(C)C.[B-]C#N.[Na+], predict the reaction product. The product is: [OH:3][C:2]([C:4]([F:7])([F:6])[F:5])=[O:1].[Cl:38][C:35]1[CH:34]=[CH:33][C:32]([CH2:31][C@H:9]([NH:8][CH2:44][C:42]2[N:41]=[CH:40][S:39][CH:43]=2)[C:10]([NH:12][C:13]2[CH:14]=[C:15]([C:25]([CH3:29])([CH3:30])[C:26]([OH:28])=[O:27])[CH:16]=[C:17]([C:19]3[CH:20]=[CH:21][N:22]=[CH:23][CH:24]=3)[CH:18]=2)=[O:11])=[CH:37][CH:36]=1.